Dataset: Catalyst prediction with 721,799 reactions and 888 catalyst types from USPTO. Task: Predict which catalyst facilitates the given reaction. (1) Product: [F:2][C:3]1[CH:4]=[C:5]([CH:13]2[CH2:18][CH:17]([C:19]([O:21][CH3:22])=[O:20])[CH2:16][CH2:15][N:14]2[C:31]([O:32][CH3:33])=[O:34])[CH:6]=[CH:7][C:8]=1[C:9]([F:12])([F:10])[F:11]. Reactant: Cl.[F:2][C:3]1[CH:4]=[C:5]([CH:13]2[CH2:18][CH:17]([C:19]([OH:21])=[O:20])[CH2:16][CH2:15][NH:14]2)[CH:6]=[CH:7][C:8]=1[C:9]([F:12])([F:11])[F:10].[CH3:22]CN(C(C)C)C(C)C.[C:31](Cl)(=[O:34])[O:32][CH3:33].Cl. The catalyst class is: 4. (2) Reactant: [Cl:1][C:2]1[CH:10]=[C:9]([F:11])[CH:8]=[CH:7][C:3]=1[C:4]([OH:6])=[O:5].[N+:12]([O-])([OH:14])=[O:13].S(=O)(=O)(O)O. Product: [Cl:1][C:2]1[CH:10]=[C:9]([F:11])[C:8]([N+:12]([O-:14])=[O:13])=[CH:7][C:3]=1[C:4]([OH:6])=[O:5]. The catalyst class is: 33. (3) Reactant: [CH3:1][C:2]1[CH:7]=[CH:6][C:5]([N+:8]([O-:10])=[O:9])=[CH:4][C:3]=1/[CH:11]=[CH:12]/[N+:13]([O-:15])=[O:14].[CH2:16]([O:18][C:19]([P:24]([O:27][CH2:28][CH3:29])([CH3:26])=[O:25])([O:21][CH2:22][CH3:23])[CH3:20])[CH3:17].C(=O)=O.CC(C)=O.C([Li])CCC.CCCCCC. Product: [CH2:22]([O:21][C:19]([P:24]([CH2:26][CH:11]([C:3]1[CH:4]=[C:5]([N+:8]([O-:10])=[O:9])[CH:6]=[CH:7][C:2]=1[CH3:1])[CH2:12][N+:13]([O-:15])=[O:14])([O:27][CH2:28][CH3:29])=[O:25])([O:18][CH2:16][CH3:17])[CH3:20])[CH3:23]. The catalyst class is: 7. (4) Reactant: [F:1][C:2]1[CH:23]=[CH:22][C:5]([CH2:6][C:7]2[N:11]([CH2:12][C:13](O)=[O:14])[N:10]=[C:9]([C:16]3[CH:21]=[CH:20][N:19]=[CH:18][CH:17]=3)[CH:8]=2)=[CH:4][CH:3]=1.C1C=CC2N(O)N=NC=2C=1.CCN=C=NCCCN(C)C.CN1CCOCC1.Cl.[NH:53]1[CH2:58][CH2:57][CH:56]([N:59]2[CH2:63][CH2:62][CH2:61][C:60]2=[O:64])[CH2:55][CH2:54]1. Product: [F:1][C:2]1[CH:23]=[CH:22][C:5]([CH2:6][C:7]2[N:11]([CH2:12][C:13]([N:53]3[CH2:54][CH2:55][CH:56]([N:59]4[CH2:63][CH2:62][CH2:61][C:60]4=[O:64])[CH2:57][CH2:58]3)=[O:14])[N:10]=[C:9]([C:16]3[CH:17]=[CH:18][N:19]=[CH:20][CH:21]=3)[CH:8]=2)=[CH:4][CH:3]=1. The catalyst class is: 44.